This data is from Full USPTO retrosynthesis dataset with 1.9M reactions from patents (1976-2016). The task is: Predict the reactants needed to synthesize the given product. (1) Given the product [CH3:1][C:2]1[CH:7]=[C:6]([S:20][C:21]#[N:22])[CH:5]=[C:4]([CH3:8])[C:3]=1[OH:9], predict the reactants needed to synthesize it. The reactants are: [CH3:1][C:2]1[CH:7]=[CH:6][CH:5]=[C:4]([CH3:8])[C:3]=1[OH:9].COC1C([S:20][C:21]#[N:22])=CC(C)=C(O)C=1. (2) Given the product [CH:15]([C:12]1[CH:13]=[CH:14][C:9]([O:8][CH2:7][CH2:6][CH2:5][C:4]([OH:17])=[O:3])=[CH:10][CH:11]=1)=[O:16], predict the reactants needed to synthesize it. The reactants are: C([O:3][C:4](=[O:17])[CH2:5][CH2:6][CH2:7][O:8][C:9]1[CH:14]=[CH:13][C:12]([CH:15]=[O:16])=[CH:11][CH:10]=1)C.[OH-].[Na+]. (3) The reactants are: [C:1]([O-:4])(=[O:3])[CH3:2].[K+:5].[C:6]([O-:9])(=[O:8])[CH3:7].[Na+:10]. Given the product [C:1]([O-:4])(=[O:3])[CH3:2].[Na+:10].[K+:5].[C:6]([O-:9])(=[O:8])[CH3:7], predict the reactants needed to synthesize it. (4) Given the product [C:2]([C:7]1[O:11][C:10]([CH2:12][N:13]2[CH:17]=[CH:16][C:15]([NH:18][C:37]([C:33]3[N:34]=[CH:35][O:36][C:32]=3[C:28]3[CH:29]=[CH:30][CH:31]=[C:26]([CH2:25][OH:24])[CH:27]=3)=[O:38])=[N:14]2)=[CH:9][CH:8]=1)(=[O:6])[CH3:1], predict the reactants needed to synthesize it. The reactants are: [CH3:1][C:2]1([C:7]2[O:11][C:10]([CH2:12][N:13]3[CH:17]=[CH:16][C:15]([NH2:18])=[N:14]3)=[CH:9][CH:8]=2)[O:6]CCO1.C([SiH2][O:24][C:25](C)(C)[C:26]1[CH:27]=[C:28]([C:32]2[O:36][CH:35]=[N:34][C:33]=2[C:37](O)=[O:38])[CH:29]=[CH:30][CH:31]=1)(C)(C)C. (5) Given the product [CH2:19]([O:18][C:16](=[O:17])[C:15]([C:6]1[CH:7]=[CH:8][C:9]([N+:10]([O-:12])=[O:11])=[C:2]([NH2:1])[C:3]=1[C:4]#[N:5])([CH3:14])[C:21](=[O:22])[CH3:23])[CH3:20], predict the reactants needed to synthesize it. The reactants are: [NH2:1][C:2]1[C:9]([N+:10]([O-:12])=[O:11])=[CH:8][CH:7]=[C:6](Cl)[C:3]=1[C:4]#[N:5].[CH3:14][CH:15]([C:21]([CH3:23])=[O:22])[C:16]([O:18][CH2:19][CH3:20])=[O:17].C([O-])([O-])=O.[K+].[K+]. (6) Given the product [CH3:1][O:2][C:3]1[CH:8]=[C:7]([CH:6]=[CH:5][C:4]=1[S:12]([CH2:15][CH2:16][CH2:17][N:18]1[CH2:19][CH2:20][O:21][CH2:22][CH2:23]1)(=[O:14])=[O:13])[NH2:9], predict the reactants needed to synthesize it. The reactants are: [CH3:1][O:2][C:3]1[CH:8]=[C:7]([N+:9]([O-])=O)[CH:6]=[CH:5][C:4]=1[S:12]([CH2:15][CH2:16][CH2:17][N:18]1[CH2:23][CH2:22][O:21][CH2:20][CH2:19]1)(=[O:14])=[O:13]. (7) Given the product [CH3:91][O:90][C:86]1[CH:85]=[C:84]([NH:83][C:72]2[C:71]3[C:76](=[C:77]([CH3:79])[CH:78]=[C:69]([S:66]([C:62]4[CH:63]=[CH:64][CH:65]=[C:60]([C:58](=[O:59])[NH:57][C:54]5[CH:55]=[CH:56][C:51]([C:50]#[C:49][CH2:48][CH2:47][CH:46]=[O:45])=[C:52]([CH3:92])[CH:53]=5)[CH:61]=4)(=[O:68])=[O:67])[CH:70]=3)[N:75]=[CH:74][C:73]=2[C:80]([NH2:82])=[O:81])[CH:89]=[CH:88][CH:87]=1, predict the reactants needed to synthesize it. The reactants are: COC1C=C(NC2C3C(=C(C)C=C(S(C4C=CC=C(C(=O)NCCCCCCCC=O)C=4)(=O)=O)C=3)N=CC=2C(N)=O)C=CC=1.[OH:45][CH2:46][CH2:47][CH2:48][C:49]#[C:50][C:51]1[CH:56]=[CH:55][C:54]([NH:57][C:58]([C:60]2[CH:61]=[C:62]([S:66]([C:69]3[CH:70]=[C:71]4[C:76](=[C:77]([CH3:79])[CH:78]=3)[N:75]=[CH:74][C:73]([C:80]([NH2:82])=[O:81])=[C:72]4[NH:83][C:84]3[CH:89]=[CH:88][CH:87]=[C:86]([O:90][CH3:91])[CH:85]=3)(=[O:68])=[O:67])[CH:63]=[CH:64][CH:65]=2)=[O:59])=[CH:53][C:52]=1[CH3:92].